From a dataset of Full USPTO retrosynthesis dataset with 1.9M reactions from patents (1976-2016). Predict the reactants needed to synthesize the given product. (1) Given the product [OH:38][C:35]1([C:9]2[CH:10]=[CH:11][CH:12]=[CH:13][C:8]=2[S:7][C:4]2[CH:5]=[CH:6][C:1]([CH3:15])=[CH:2][CH:3]=2)[CH2:34][CH2:33][N:32]([C:27]([O:29][CH2:30][CH3:31])=[O:28])[CH2:37][CH2:36]1, predict the reactants needed to synthesize it. The reactants are: [C:1]1([CH3:15])[CH:6]=[CH:5][C:4]([S:7][C:8]2[CH:13]=[CH:12][CH:11]=[CH:10][C:9]=2Br)=[CH:3][CH:2]=1.[Li]CCCC.CCCCCC.[C:27]([N:32]1[CH2:37][CH2:36][C:35](=[O:38])[CH2:34][CH2:33]1)([O:29][CH2:30][CH3:31])=[O:28].Cl. (2) Given the product [C:1](=[O:14])([OH:3])[OH:2].[NH2:4][C@H:5]([C:13]([OH:15])=[O:14])[CH2:6][CH2:7][CH2:8][NH:9][C:10](=[NH:11])[NH2:12], predict the reactants needed to synthesize it. The reactants are: [C:1](=[O:3])=[O:2].[NH2:4][C@H:5]([C:13]([OH:15])=[O:14])[CH2:6][CH2:7][CH2:8][NH:9][C:10](=[NH:12])[NH2:11]. (3) Given the product [CH3:1][C:2]1[CH:3]=[CH:4][CH:5]=[C:6]2[C:11]=1[N:10]=[CH:9][CH:8]=[C:7]2[N:13]1[CH2:18][CH2:17][NH:16][CH2:15][CH2:14]1, predict the reactants needed to synthesize it. The reactants are: [CH3:1][C:2]1[CH:3]=[CH:4][CH:5]=[C:6]2[C:11]=1[N:10]=[CH:9][CH:8]=[C:7]2Cl.[N:13]1(C(OC(C)(C)C)=O)[CH2:18][CH2:17][NH:16][CH2:15][CH2:14]1. (4) Given the product [C:1]([O:5][C:6](=[O:20])[NH:7][C:8]1[C:9]([CH3:19])=[N:10][N:11]2[C:15]([C:31]3[C:32]([O:39][CH3:40])=[CH:33][C:34]([CH2:36][O:37][CH3:38])=[CH:35][C:30]=3[O:29][CH3:28])=[C:14]([S:17][CH3:18])[S:13][C:12]=12)([CH3:4])([CH3:3])[CH3:2], predict the reactants needed to synthesize it. The reactants are: [C:1]([O:5][C:6](=[O:20])[NH:7][C:8]1[C:9]([CH3:19])=[N:10][N:11]2[C:15](Br)=[C:14]([S:17][CH3:18])[S:13][C:12]=12)([CH3:4])([CH3:3])[CH3:2].C1(C)C=CC=CC=1.[CH3:28][O:29][C:30]1[CH:35]=[C:34]([CH2:36][O:37][CH3:38])[CH:33]=[C:32]([O:39][CH3:40])[C:31]=1OB(O)O.C(=O)([O-])[O-].[Na+].[Na+]. (5) Given the product [Cl:3][C:4]1[CH:5]=[C:6]([CH:10]=[C:11]([OH:13])[CH:12]=1)[C:7]([OH:9])=[O:8], predict the reactants needed to synthesize it. The reactants are: II.[Cl:3][C:4]1[CH:5]=[C:6]([CH:10]=[C:11]([O:13]C)[CH:12]=1)[C:7]([OH:9])=[O:8].